From a dataset of Reaction yield outcomes from USPTO patents with 853,638 reactions. Predict the reaction yield, written as a fraction of the theoretical maximum amount of product (1.0 means a 100% yield; for example, 0.34 means a 34% yield). (1) The reactants are [OH:1][C:2]1[CH:3]=[CH:4][C:5]([C:8]([O:10][CH3:11])=[O:9])=[N:6][CH:7]=1.[H-].[Na+].Br[C:15]1[C:19]2[CH:20]=[CH:21][C:22]([O:24][CH3:25])=[CH:23][C:18]=2[S:17](=[O:26])[C:16]=1[C:27]1[CH:32]=[CH:31][C:30]([O:33][CH3:34])=[CH:29][CH:28]=1. The catalyst is CN(C=O)C. The product is [CH3:25][O:24][C:22]1[CH:21]=[CH:20][C:19]2[C:15]([O:1][C:2]3[CH:3]=[CH:4][C:5]([C:8]([O:10][CH3:11])=[O:9])=[N:6][CH:7]=3)=[C:16]([C:27]3[CH:32]=[CH:31][C:30]([O:33][CH3:34])=[CH:29][CH:28]=3)[S:17](=[O:26])[C:18]=2[CH:23]=1. The yield is 0.520. (2) The reactants are Cl[C:2]1[C:3](=[O:21])[N:4]([C:13]2[C:18]([F:19])=[CH:17][CH:16]=[CH:15][C:14]=2[F:20])[C:5]2[C:10]([N:11]=1)=[CH:9][C:8]([F:12])=[CH:7][CH:6]=2.C(OC([N:29]1[CH2:34][CH2:33][NH:32][CH2:31][CH2:30]1)=O)(C)(C)C.C1(C)C=C(C)C=C(C)C=1. No catalyst specified. The product is [F:20][C:14]1[CH:15]=[CH:16][CH:17]=[C:18]([F:19])[C:13]=1[N:4]1[C:5]2[C:10](=[CH:9][C:8]([F:12])=[CH:7][CH:6]=2)[N:11]=[C:2]([N:29]2[CH2:34][CH2:33][NH:32][CH2:31][CH2:30]2)[C:3]1=[O:21]. The yield is 0.990. (3) The reactants are C([O:4][C:5]1[C:15]2[CH2:14][CH2:13][CH2:12][C:11]([C:16]3[CH:21]=[C:20]([O:22][CH3:23])[C:19]([O:24][CH3:25])=[C:18]([O:26][CH3:27])[CH:17]=3)=[CH:10][C:9]=2[CH:8]=[CH:7][C:6]=1[O:28][CH3:29])(C)C.[Cl-].[Al+3].[Cl-].[Cl-]. The catalyst is O. The product is [CH3:29][O:28][C:6]1[C:5]([OH:4])=[C:15]2[CH2:14][CH2:13][CH2:12][C:11]([C:16]3[CH:17]=[C:18]([O:26][CH3:27])[C:19]([O:24][CH3:25])=[C:20]([O:22][CH3:23])[CH:21]=3)=[CH:10][C:9]2=[CH:8][CH:7]=1. The yield is 0.410. (4) The product is [CH2:12]1[O:11][C:9]2[C:8](=[CH:7][CH2:4][C:3]([O:2][CH3:1])([CH:10]=2)[CH:26]=[C:15]([C:16]([O:18][CH2:19][CH3:20])=[O:17])[C:14]([O:22][CH2:23][CH3:24])=[O:21])[O:13]1. The reactants are [CH3:1][O:2][C:3]1[CH:10]=[C:9]2[O:11][CH2:12][O:13][C:8]2=[CH:7][C:4]=1C=O.[C:14]([O:22][CH2:23][CH3:24])(=[O:21])[CH2:15][C:16]([O:18][CH2:19][CH3:20])=[O:17].N1CCCC[CH2:26]1.C(O)(=O)C. The yield is 0.910. The catalyst is C1C=CC=CC=1. (5) The reactants are C[O:2][C:3]([C:5]1([C:8]2[CH:9]=[CH:10][C:11]3[O:15][CH:14]=[N:13][C:12]=3[CH:16]=2)[CH2:7][CH2:6]1)=[O:4].[Al+3].[Cl-].[Cl-].[Cl-].O. The catalyst is CCS. The product is [O:15]1[C:11]2[CH:10]=[CH:9][C:8]([C:5]3([C:3]([OH:4])=[O:2])[CH2:7][CH2:6]3)=[CH:16][C:12]=2[N:13]=[CH:14]1. The yield is 0.110. (6) The reactants are [C:1]([C:5]1[CH:11]=[CH:10][C:8]([NH2:9])=[C:7]([N+:12]([O-])=O)[CH:6]=1)([CH3:4])([CH3:3])[CH3:2].[N:15]#[C:16][NH2:17].[CH]Cl.[OH-:20].[Na+]. The catalyst is O. The product is [C:1]([C:5]1[CH:11]=[CH:10][C:8]2[N+:9]([O-:20])=[N:15][C:16]([NH2:17])=[N:12][C:7]=2[CH:6]=1)([CH3:4])([CH3:3])[CH3:2]. The yield is 0.620. (7) The reactants are [Br:1][CH:2]([C:6]1[CH:11]=[CH:10][CH:9]=[CH:8][CH:7]=1)[C:3]([OH:5])=[O:4].[C:12]1([C@@H:18](O)[CH3:19])[CH:17]=[CH:16][CH:15]=[CH:14][CH:13]=1.CCN=C=NCCCN(C)C. The catalyst is CN(C1C=CN=CC=1)C.ClCCl.C(OCC)(=O)C. The product is [Br:1][CH:2]([C:6]1[CH:11]=[CH:10][CH:9]=[CH:8][CH:7]=1)[C:3]([O:5][C@H:18]([C:12]1[CH:17]=[CH:16][CH:15]=[CH:14][CH:13]=1)[CH3:19])=[O:4]. The yield is 0.730. (8) The product is [Br:1][C:2]1[CH:3]=[C:4]([CH2:10][CH2:11][CH2:12][N:14]([CH3:16])[CH3:15])[C:5]([O:8][CH3:9])=[N:6][CH:7]=1. The catalyst is C1COCC1. The yield is 0.400. The reactants are [Br:1][C:2]1[CH:3]=[C:4]([CH2:10][CH2:11][C:12]([N:14]([CH3:16])[CH3:15])=O)[C:5]([O:8][CH3:9])=[N:6][CH:7]=1.B.O1CCCC1.